From a dataset of Catalyst prediction with 721,799 reactions and 888 catalyst types from USPTO. Predict which catalyst facilitates the given reaction. (1) Reactant: C[O:2][C:3]([C:5]1([CH2:28][C:29]2[CH:34]=[CH:33][C:32]([C:35]3[CH:40]=[CH:39][CH:38]=[CH:37][CH:36]=3)=[CH:31][CH:30]=2)[CH2:10][CH2:9][N:8]([C:11](=[O:27])[C@@H:12]([NH:19][C:20]([O:22][C:23]([CH3:26])([CH3:25])[CH3:24])=[O:21])[CH2:13][C:14]2[S:15][CH:16]=[CH:17][CH:18]=2)[CH2:7][CH2:6]1)=[O:4].[OH-].[Na+]. Product: [C:32]1([C:35]2[CH:40]=[CH:39][CH:38]=[CH:37][CH:36]=2)[CH:33]=[CH:34][C:29]([CH2:28][C:5]2([C:3]([OH:4])=[O:2])[CH2:10][CH2:9][N:8]([C:11](=[O:27])[C@@H:12]([NH:19][C:20]([O:22][C:23]([CH3:25])([CH3:26])[CH3:24])=[O:21])[CH2:13][C:14]3[S:15][CH:16]=[CH:17][CH:18]=3)[CH2:7][CH2:6]2)=[CH:30][CH:31]=1. The catalyst class is: 36. (2) Reactant: [CH2:1]([N:8]1[CH2:13][CH:12]=[C:11]([N:14]2CCCC2)[CH2:10][CH2:9]1)[C:2]1[CH:7]=[CH:6][CH:5]=[CH:4][CH:3]=1.Br.Br[CH2:21][C:22]([C:24]1[CH:29]=[CH:28][N:27]=[CH:26][CH:25]=1)=O.O. Product: [CH2:1]([N:8]1[CH2:13][CH2:12][C:11]2[NH:14][C:22]([C:24]3[CH:29]=[CH:28][N:27]=[CH:26][CH:25]=3)=[CH:21][C:10]=2[CH2:9]1)[C:2]1[CH:3]=[CH:4][CH:5]=[CH:6][CH:7]=1. The catalyst class is: 48. (3) Reactant: [F:1][C:2]1[CH:30]=[CH:29][C:5]([O:6][CH2:7][C@@H:8]([OH:28])/[CH:9]=[CH:10]/[CH:11]=[CH:12]\[CH:13]=[CH:14]\[CH:15]=[CH:16]\[C@@H:17]([OH:27])[C@@H:18]([OH:26])[CH2:19][O:20][CH2:21][C:22]([O:24]C)=[O:23])=[CH:4][CH:3]=1.[OH-].[Na+].P([O-])([O-])([O-])=O.[K+].[K+].[K+]. Product: [F:1][C:2]1[CH:3]=[CH:4][C:5]([O:6][CH2:7][C@@H:8]([OH:28])/[CH:9]=[CH:10]/[CH:11]=[CH:12]\[CH:13]=[CH:14]\[CH:15]=[CH:16]\[C@@H:17]([OH:27])[C@@H:18]([OH:26])[CH2:19][O:20][CH2:21][C:22]([OH:24])=[O:23])=[CH:29][CH:30]=1. The catalyst class is: 5. (4) Product: [C:32]([O:36][C:37]([N:39]1[CH2:40][CH:41]=[C:42]([C:2]2[N:7]=[C:6]([C:8]3[CH:13]=[CH:12][C:11]([F:14])=[C:10]([Cl:15])[CH:9]=3)[CH:5]=[C:4]([N:16]3[CH2:21][CH2:20][N:19]([C:22]4[C:27]([C:28]([F:31])([F:29])[F:30])=[CH:26][CH:25]=[CH:24][N:23]=4)[CH2:18][CH2:17]3)[N:3]=2)[CH2:43][CH2:44]1)=[O:38])([CH3:35])([CH3:33])[CH3:34]. Reactant: Cl[C:2]1[N:7]=[C:6]([C:8]2[CH:13]=[CH:12][C:11]([F:14])=[C:10]([Cl:15])[CH:9]=2)[CH:5]=[C:4]([N:16]2[CH2:21][CH2:20][N:19]([C:22]3[C:27]([C:28]([F:31])([F:30])[F:29])=[CH:26][CH:25]=[CH:24][N:23]=3)[CH2:18][CH2:17]2)[N:3]=1.[C:32]([O:36][C:37]([N:39]1[CH2:44][CH:43]=[C:42](B2OC(C)(C)C(C)(C)O2)[CH2:41][CH2:40]1)=[O:38])([CH3:35])([CH3:34])[CH3:33].[O-]P([O-])([O-])=O.[K+].[K+].[K+]. The catalyst class is: 77. (5) Reactant: [Si:1]([O:18][CH2:19][C:20]1[C:21]([N:31]2[CH2:36][C@H:35]([CH3:37])[O:34][C@H:33]([CH3:38])[CH2:32]2)=[C:22]([F:30])[C:23]([F:29])=[C:24](/[CH:26]=[N:27]/O)[CH:25]=1)([C:14]([CH3:17])([CH3:16])[CH3:15])([C:8]1[CH:13]=[CH:12][CH:11]=[CH:10][CH:9]=1)[C:2]1[CH:7]=[CH:6][CH:5]=[CH:4][CH:3]=1. Product: [Si:1]([O:18][CH2:19][C:20]1[C:21]([N:31]2[CH2:32][C@H:33]([CH3:38])[O:34][C@H:35]([CH3:37])[CH2:36]2)=[C:22]([F:30])[C:23]([F:29])=[C:24]([CH:25]=1)[C:26]#[N:27])([C:14]([CH3:16])([CH3:15])[CH3:17])([C:8]1[CH:13]=[CH:12][CH:11]=[CH:10][CH:9]=1)[C:2]1[CH:7]=[CH:6][CH:5]=[CH:4][CH:3]=1. The catalyst class is: 152. (6) Reactant: CCN(CC)CC.[N:8]1[C:9]([CH2:17][CH2:18][NH2:19])=[CH:10][N:11]2[CH:16]=[CH:15][CH:14]=[CH:13][C:12]=12.Br[CH2:21][C:22]1[C:32]([F:33])=[CH:31][CH:30]=[C:29]([I:34])[C:23]=1[C:24](OCC)=[O:25]. Product: [F:33][C:32]1[CH:31]=[CH:30][C:29]([I:34])=[C:23]2[C:22]=1[CH2:21][N:19]([CH2:18][CH2:17][C:9]1[N:8]=[C:12]3[CH:13]=[CH:14][CH:15]=[CH:16][N:11]3[CH:10]=1)[C:24]2=[O:25]. The catalyst class is: 23. (7) Reactant: [CH:1]1([S:4][C:5]2[CH:20]=[CH:19][C:18]([N+:21]([O-])=O)=[CH:17][C:6]=2[CH2:7][N:8]([CH3:16])[C:9](=[O:15])[O:10][C:11]([CH3:14])([CH3:13])[CH3:12])[CH2:3][CH2:2]1.[Cl-].[NH4+]. Product: [NH2:21][C:18]1[CH:19]=[CH:20][C:5]([S:4][CH:1]2[CH2:3][CH2:2]2)=[C:6]([CH:17]=1)[CH2:7][N:8]([CH3:16])[C:9](=[O:15])[O:10][C:11]([CH3:14])([CH3:12])[CH3:13]. The catalyst class is: 490. (8) Reactant: [C:1]([O:5][C:6](=[O:15])[CH:7]([O:11][C:12](=[O:14])[CH3:13])[C:8]([CH3:10])=[O:9])([CH3:4])([CH3:3])[CH3:2].[H-].[Na+].[CH2:18](Br)[CH2:19][CH2:20][CH3:21]. Product: [C:1]([O:5][C:6](=[O:15])[C:7]([O:11][C:12](=[O:14])[CH3:13])([C:8](=[O:9])[CH3:10])[CH2:18][CH2:19][CH2:20][CH3:21])([CH3:2])([CH3:3])[CH3:4]. The catalyst class is: 3.